Regression/Classification. Given a drug SMILES string, predict its absorption, distribution, metabolism, or excretion properties. Task type varies by dataset: regression for continuous measurements (e.g., permeability, clearance, half-life) or binary classification for categorical outcomes (e.g., BBB penetration, CYP inhibition). Dataset: pampa_ncats. From a dataset of PAMPA (Parallel Artificial Membrane Permeability Assay) permeability data from NCATS. (1) The drug is COC1=C(C=C(C=C1)C(=O)NC2CCCC3=C2NC4=C3C=CC=C4Cl)OC. The result is 1 (high permeability). (2) The molecule is CC1=C(SC(=N1)NC(=O)C)C2=CC(=C(C=C2)Cl)S(=O)(=O)NCCO. The result is 1 (high permeability). (3) The molecule is CC1=CN=C(N=C1NCC2CCN(CC2)C3=CN=CC=C3)C4=CC=CC=C4C5COC5. The result is 0 (low-to-moderate permeability). (4) The compound is CC(C)(C)C1=CC=C(C=C1)C2=NC3=CC(=O)NN3C(=N2)SCCCOC4=CC=CC=C4. The result is 1 (high permeability). (5) The molecule is C1CCN(CC1)CCN2C3=CC=CC=C3N=C2C4=CC5=NC=CC(=C5S4)C(=O)O. The result is 0 (low-to-moderate permeability). (6) The compound is CCC1=C(C2=CC=CC=C2O1)C(=O)C3=CC(=C(C(=C3)I)O)I. The result is 1 (high permeability). (7) The molecule is COC1=C(C=C(C=C1)C2=CN=C(S2)N3CCC(CC3)C(=O)N)OC. The result is 1 (high permeability).